This data is from Forward reaction prediction with 1.9M reactions from USPTO patents (1976-2016). The task is: Predict the product of the given reaction. (1) Given the reactants [NH2:1][C:2]1[N:6]([CH3:7])[C:5](=[O:8])[C:4]([C:15]2[CH:20]=[CH:19][CH:18]=[C:17](Br)[CH:16]=2)([C:9]2[CH:14]=[CH:13][CH:12]=[CH:11][CH:10]=2)[N:3]=1.CC1(C)C(C)(C)OB([C:30]2[CH:31]=[C:32]([OH:36])[CH:33]=[CH:34][CH:35]=2)O1, predict the reaction product. The product is: [NH2:1][C:2]1[N:6]([CH3:7])[C:5](=[O:8])[C:4]([C:15]2[CH:16]=[C:17]([C:30]3[CH:35]=[CH:34][CH:33]=[C:32]([OH:36])[CH:31]=3)[CH:18]=[CH:19][CH:20]=2)([C:9]2[CH:14]=[CH:13][CH:12]=[CH:11][CH:10]=2)[N:3]=1. (2) Given the reactants [H-].[Al+3].[Li+].[H-].[H-].[H-].[F:7][C:8]([F:63])([F:62])[C:9]([O:18][CH2:19][C:20]([CH2:47][O:48][C:49]([C:58]([F:61])([F:60])[F:59])([C:54]([F:57])([F:56])[F:55])[C:50]([F:53])([F:52])[F:51])([CH2:32][O:33][C:34]([C:43]([F:46])([F:45])[F:44])([C:39]([F:42])([F:41])[F:40])[C:35]([F:38])([F:37])[F:36])[CH2:21][O:22][CH2:23][CH2:24][C:25](OC(C)(C)C)=[O:26])([C:14]([F:17])([F:16])[F:15])[C:10]([F:13])([F:12])[F:11], predict the reaction product. The product is: [F:7][C:8]([F:62])([F:63])[C:9]([O:18][CH2:19][C:20]([CH2:32][O:33][C:34]([C:35]([F:36])([F:37])[F:38])([C:39]([F:40])([F:41])[F:42])[C:43]([F:44])([F:45])[F:46])([CH2:47][O:48][C:49]([C:50]([F:53])([F:52])[F:51])([C:54]([F:55])([F:56])[F:57])[C:58]([F:61])([F:60])[F:59])[CH2:21][O:22][CH2:23][CH2:24][CH2:25][OH:26])([C:10]([F:13])([F:12])[F:11])[C:14]([F:17])([F:16])[F:15]. (3) Given the reactants Br[C:2]1[C:10]2[N:9]=[C:8]([CH3:11])[N:7]([CH2:12][C:13]3[C:22]4[C:17](=[CH:18][CH:19]=[CH:20][CH:21]=4)[CH:16]=[CH:15][CH:14]=3)[C:6]=2[CH:5]=[C:4]([N:23]2[CH2:28][CH2:27][O:26][CH2:25][CH2:24]2)[CH:3]=1.[NH:29]1[C:33](B(O)O)=[CH:32][CH:31]=[N:30]1.C([O-])([O-])=O.[Cs+].[Cs+].P(C(C)(C)C)(C(C)(C)C)C(C)(C)C, predict the reaction product. The product is: [CH3:11][C:8]1[N:7]([CH2:12][C:13]2[C:22]3[C:21](=[CH:20][CH:19]=[CH:18][CH:17]=3)[CH:16]=[CH:15][CH:14]=2)[C:6]2[CH:5]=[C:4]([N:23]3[CH2:28][CH2:27][O:26][CH2:25][CH2:24]3)[CH:3]=[C:2]([C:31]3[NH:30][N:29]=[CH:33][CH:32]=3)[C:10]=2[N:9]=1. (4) Given the reactants [As:1]([C:3]1[CH:8]=[CH:7][C:6]([NH:9][C:10]([CH2:12][S:13][CH2:14][CH2:15][C:16]([NH:18][C@H:19]([C:25]([OH:27])=[O:26])[CH2:20]CC(O)=O)=[O:17])=[O:11])=[CH:5][CH:4]=1)=[O:2].SCCC(N[C@H](C([O-])=O)C[S:36](=[O:39])([OH:38])=[O:37])=O.[Na+].[Na+].SCCC(N[C@H](C([O-])=O)C[S:36](=[O:39])([OH:38])=[O:37])=O.C(=O)(O)[O-].C1(P(C2C=CC=CC=2)C2C=CC=CC=2)C=CC=CC=1, predict the reaction product. The product is: [As:1]([C:3]1[CH:8]=[CH:7][C:6]([NH:9][C:10]([CH2:12][S:13][CH2:14][CH2:15][C:16]([NH:18][C@H:19]([C:25]([OH:27])=[O:26])[CH2:20][S:36](=[O:38])([OH:39])=[O:37])=[O:17])=[O:11])=[CH:5][CH:4]=1)=[O:2].